This data is from Catalyst prediction with 721,799 reactions and 888 catalyst types from USPTO. The task is: Predict which catalyst facilitates the given reaction. (1) Reactant: C([O:3][C:4](=[O:19])[CH:5]([C:11]1[C:16]([F:17])=[CH:15][C:14]([F:18])=[CH:13][N:12]=1)C(OCC)=O)C.O.[OH-].[Li+].Cl. The catalyst class is: 20. Product: [F:17][C:16]1[C:11]([CH2:5][C:4]([OH:19])=[O:3])=[N:12][CH:13]=[C:14]([F:18])[CH:15]=1. (2) Reactant: N.C([O:5][CH2:6][CH2:7][CH2:8][CH:9]([F:17])[CH2:10][CH2:11][CH2:12][O:13]C(=O)C)(=O)C. Product: [F:17][CH:9]([CH2:10][CH2:11][CH2:12][OH:13])[CH2:8][CH2:7][CH2:6][OH:5]. The catalyst class is: 5. (3) Reactant: CO[C:3](=[O:15])[CH2:4][C:5]([C:7]1[CH:12]=[CH:11][C:10]([CH3:13])=[C:9]([CH3:14])[CH:8]=1)=O.Cl.[NH:17]1[CH2:22][CH2:21][CH2:20][NH:19][C:18]1=[NH:23].C(=O)([O-])[O-].[K+].[K+].O. Product: [CH3:14][C:9]1[CH:8]=[C:7]([C:5]2[N:23]=[C:18]3[NH:19][CH2:20][CH2:21][CH2:22][N:17]3[C:3](=[O:15])[CH:4]=2)[CH:12]=[CH:11][C:10]=1[CH3:13]. The catalyst class is: 8. (4) Reactant: Cl[C:2]1[C:11]2[C:6](=[CH:7][CH:8]=[CH:9][CH:10]=2)[N:5]=[C:4]([CH2:12][F:13])[N:3]=1.[CH3:14][O:15][C:16]1[CH:21]=[CH:20][C:19]([NH:22][CH3:23])=[CH:18][CH:17]=1.Cl.C([O-])(O)=O.[Na+]. The catalyst class is: 32. Product: [F:13][CH2:12][C:4]1[N:3]=[C:2]([N:22]([C:19]2[CH:20]=[CH:21][C:16]([O:15][CH3:14])=[CH:17][CH:18]=2)[CH3:23])[C:11]2[C:6](=[CH:7][CH:8]=[CH:9][CH:10]=2)[N:5]=1. (5) Reactant: [CH3:1][C:2]1([CH3:16])[CH2:15][CH2:14][C:5]2=[C:6]([C:11]([OH:13])=O)[S:7][C:8]([S:9][CH3:10])=[C:4]2[CH2:3]1.[CH3:17][Li]. Product: [CH3:16][C:2]1([CH3:1])[CH2:15][CH2:14][C:5]2=[C:6]([C:11](=[O:13])[CH3:17])[S:7][C:8]([S:9][CH3:10])=[C:4]2[CH2:3]1. The catalyst class is: 27. (6) Reactant: [N:1]1[CH:6]=[CH:5][CH:4]=[CH:3][C:2]=1[C:7]1[CH:14]=[CH:13][C:10]([CH:11]=O)=[CH:9][CH:8]=1.[C:15]([CH2:17][C:18]([O:20][C:21]([CH3:24])([CH3:23])[CH3:22])=[O:19])#[N:16].N1CCCCC1. Product: [C:15](/[C:17](=[CH:11]/[C:10]1[CH:13]=[CH:14][C:7]([C:2]2[CH:3]=[CH:4][CH:5]=[CH:6][N:1]=2)=[CH:8][CH:9]=1)/[C:18]([O:20][C:21]([CH3:24])([CH3:23])[CH3:22])=[O:19])#[N:16]. The catalyst class is: 14. (7) Reactant: [CH:1]1([CH:6]([C:8]2[C:9]([Cl:17])=[N:10][C:11]([S:15][CH3:16])=[N:12][C:13]=2[Cl:14])[OH:7])[CH2:5][CH2:4][CH2:3][CH2:2]1. Product: [CH:1]1([C:6]([C:8]2[C:9]([Cl:17])=[N:10][C:11]([S:15][CH3:16])=[N:12][C:13]=2[Cl:14])=[O:7])[CH2:2][CH2:3][CH2:4][CH2:5]1. The catalyst class is: 21. (8) Reactant: [Mg].Br[C:3]1[CH:8]=[CH:7][C:6]([Cl:9])=[C:5]([Cl:10])[CH:4]=1.[CH3:11][C:12]1[CH2:17][CH2:16][CH2:15][C:14]([CH3:19])([CH3:18])[C:13]=1[CH2:20][CH:21]=[O:22]. Product: [Cl:10][C:5]1[CH:4]=[C:3]([CH:21]([OH:22])[CH2:20][C:13]2[C:14]([CH3:18])([CH3:19])[CH2:15][CH2:16][CH2:17][C:12]=2[CH3:11])[CH:8]=[CH:7][C:6]=1[Cl:9]. The catalyst class is: 27.